This data is from Forward reaction prediction with 1.9M reactions from USPTO patents (1976-2016). The task is: Predict the product of the given reaction. (1) Given the reactants [OH:1][CH2:2][CH2:3][N:4]1[C:8](=[O:9])[N:7]([C:10]2[S:11][C:12]([C:16]([NH:18][CH2:19][C:20]3[CH:21]=[N:22][CH:23]=[CH:24][CH:25]=3)=[O:17])=[C:13]([CH3:15])[N:14]=2)[CH:6]=[N:5]1.[H-].[Na+].Br[CH2:29][C:30]1[CH:35]=[CH:34][C:33]([F:36])=[CH:32][CH:31]=1, predict the reaction product. The product is: [F:36][C:33]1[CH:34]=[CH:35][C:30]([CH2:29][O:1][CH2:2][CH2:3][N:4]2[C:8](=[O:9])[N:7]([C:10]3[S:11][C:12]([C:16]([NH:18][CH2:19][C:20]4[CH:21]=[N:22][CH:23]=[CH:24][CH:25]=4)=[O:17])=[C:13]([CH3:15])[N:14]=3)[CH:6]=[N:5]2)=[CH:31][CH:32]=1. (2) Given the reactants Cl[C:2]1[C:7]2[N:8]=[C:9]([S:12][CH3:13])[N:10]=[CH:11][C:6]=2[CH:5]=[CH:4][N:3]=1.[CH2:14]([NH2:19])[C:15]([CH3:18])([CH3:17])[CH3:16], predict the reaction product. The product is: [CH3:13][S:12][C:9]1[N:10]=[CH:11][C:6]2[CH:5]=[CH:4][N:3]=[C:2]([NH:19][CH2:14][C:15]([CH3:18])([CH3:17])[CH3:16])[C:7]=2[N:8]=1. (3) The product is: [CH2:15]([O:9][C:8](=[O:10])[C@H:5]([CH2:6][SH:7])[NH:4][C:1](=[O:3])[CH3:2])[CH3:16]. Given the reactants [C:1]([NH:4][C@H:5]([C:8]([OH:10])=[O:9])[CH2:6][SH:7])(=[O:3])[CH3:2].S(Cl)(Cl)=O.[CH2:15](O)[CH3:16], predict the reaction product. (4) Given the reactants [CH3:1][N:2]([C:29]([O:31][C:32]([CH3:35])([CH3:34])[CH3:33])=[O:30])[CH:3]([CH3:28])[C:4]([NH:6][C:7]1[N:12]=[C:11]([C:13]#[C:14][Si:15]([CH:22]([CH3:24])[CH3:23])([CH:19]([CH3:21])[CH3:20])[CH:16]([CH3:18])[CH3:17])[C:10](B(O)O)=[CH:9][CH:8]=1)=[O:5].Br[C:37]1[N:41]2[CH:42]=[CH:43][CH:44]=[CH:45][C:40]2=[N:39][C:38]=1[CH3:46].C([O-])([O-])=O.[Na+].[Na+].O1CCOCC1, predict the reaction product. The product is: [C:32]([O:31][C:29](=[O:30])[N:2]([CH3:1])[CH:3]([CH3:28])[C:4]([NH:6][C:7]1[CH:8]=[CH:9][C:10]([C:37]2[N:41]3[CH:42]=[CH:43][CH:44]=[CH:45][C:40]3=[N:39][C:38]=2[CH3:46])=[C:11]([C:13]#[C:14][Si:15]([CH:22]([CH3:24])[CH3:23])([CH:16]([CH3:18])[CH3:17])[CH:19]([CH3:21])[CH3:20])[N:12]=1)=[O:5])([CH3:34])([CH3:33])[CH3:35]. (5) Given the reactants [OH:1][C:2]1[CH:7]=[CH:6][CH:5]=[CH:4][C:3]=1[C:8]1[O:9][C:10]2[C:11](=[C:13]([C:17]([OH:19])=O)[CH:14]=[CH:15][CH:16]=2)[N:12]=1.[ClH:20].C(N=C=NCCCN(C)C)C.ON1C2C=CC=CC=2N=N1.Cl.Cl.[NH2:44][C@H:45]1[CH:50]2[CH2:51][CH2:52][N:47]([CH2:48][CH2:49]2)[CH2:46]1.C(N(CC)CC)C.C(=O)(O)[O-].[Na+], predict the reaction product. The product is: [ClH:20].[N:47]12[CH2:52][CH2:51][CH:50]([CH2:49][CH2:48]1)[C@H:45]([NH:44][C:17]([C:13]1[CH:14]=[CH:15][CH:16]=[C:10]3[O:9][C:8]([C:3]4[CH:4]=[CH:5][CH:6]=[CH:7][C:2]=4[OH:1])=[N:12][C:11]=13)=[O:19])[CH2:46]2. (6) Given the reactants [CH:1]([C:3]1[CH:12]=[C:11]2[C:6]([C:7](=O)[CH2:8][CH2:9][O:10]2)=[CH:5][CH:4]=1)=[CH2:2].[NH:14]1[CH2:19][CH2:18][O:17][CH2:16][CH2:15]1, predict the reaction product. The product is: [CH:1]([C:3]1[CH:12]=[C:11]2[C:6]([C:7]([N:14]3[CH2:19][CH2:18][O:17][CH2:16][CH2:15]3)=[CH:8][CH2:9][O:10]2)=[CH:5][CH:4]=1)=[CH2:2].